This data is from Catalyst prediction with 721,799 reactions and 888 catalyst types from USPTO. The task is: Predict which catalyst facilitates the given reaction. (1) Reactant: [CH3:1][O:2][C:3](=[O:20])[CH:4]([C:11]1[CH:19]=[CH:18][C:14]([C:15]([OH:17])=O)=[CH:13][CH:12]=1)[CH2:5][NH:6][C:7]([NH:9][CH3:10])=[O:8].CCN=C=NCCCN(C)C.C1C=CC2N(O)N=NC=2C=1.[NH2:42][C:43]1[CH:48]=[C:47]([C:49]2[CH:53]=[CH:52][S:51][CH:50]=2)[CH:46]=[CH:45][C:44]=1[NH:54][C:55](=[O:61])[O:56][C:57]([CH3:60])([CH3:59])[CH3:58]. Product: [C:57]([O:56][C:55]([NH:54][C:44]1[CH:45]=[CH:46][C:47]([C:49]2[CH:53]=[CH:52][S:51][CH:50]=2)=[CH:48][C:43]=1[NH:42][C:15]([C:14]1[CH:13]=[CH:12][C:11]([CH:4]([CH2:5][NH:6][C:7]([NH:9][CH3:10])=[O:8])[C:3]([O:2][CH3:1])=[O:20])=[CH:19][CH:18]=1)=[O:17])=[O:61])([CH3:60])([CH3:58])[CH3:59]. The catalyst class is: 3. (2) Reactant: [C@]12(CS(O)(=O)=O)C(C)(C)C(CC1)CC2=O.[NH2:16][C:17]1[CH:45]=[CH:44][C:20]([O:21][C:22]2[CH:27]=[CH:26][N:25]=[C:24]([NH:28][C:29](=[O:43])[N:30]([CH:32]3[CH2:37][CH2:36][N:35]([CH2:38][CH2:39][N:40]([CH3:42])[CH3:41])[CH2:34][CH2:33]3)[CH3:31])[CH:23]=2)=[CH:19][CH:18]=1.[F:46][C:47]1[CH:52]=[CH:51][C:50]([CH2:53][C:54]([N:56]=[C:57]=[S:58])=[O:55])=[CH:49][CH:48]=1. Product: [CH3:42][N:40]([CH3:41])[CH2:39][CH2:38][N:35]1[CH2:36][CH2:37][CH:32]([N:30]([CH3:31])[C:29]([NH:28][C:24]2[CH:23]=[C:22]([O:21][C:20]3[CH:19]=[CH:18][C:17]([NH:16][C:57]([NH:56][C:54](=[O:55])[CH2:53][C:50]4[CH:51]=[CH:52][C:47]([F:46])=[CH:48][CH:49]=4)=[S:58])=[CH:45][CH:44]=3)[CH:27]=[CH:26][N:25]=2)=[O:43])[CH2:33][CH2:34]1. The catalyst class is: 8. (3) Product: [F:24][C:25]1[CH:33]=[CH:32][C:31]([C:34]([F:35])([F:36])[F:37])=[CH:30][C:26]=1[C:27]1[O:15][N:14]=[C:13]([CH2:12][N:8]2[C:9]3[C:5](=[C:4]([C:20]([F:22])([F:23])[F:21])[C:3]([C:1]#[N:2])=[CH:11][CH:10]=3)[CH:6]=[C:7]2[CH2:17][CH2:18][CH3:19])[N:16]=1. Reactant: [C:1]([C:3]1[C:4]([C:20]([F:23])([F:22])[F:21])=[C:5]2[C:9](=[CH:10][CH:11]=1)[N:8]([CH2:12][C:13](=[NH:16])[NH:14][OH:15])[C:7]([CH2:17][CH2:18][CH3:19])=[CH:6]2)#[N:2].[F:24][C:25]1[CH:33]=[CH:32][C:31]([C:34]([F:37])([F:36])[F:35])=[CH:30][C:26]=1[C:27](Cl)=O.C(N(CC)C(C)C)(C)C. The catalyst class is: 10. (4) Reactant: C[O:2][C:3](=O)[C:4]1[CH:9]=[CH:8][C:7]([CH2:10][CH2:11][C:12](=[O:14])[CH3:13])=[CH:6][CH:5]=1.[H-].[Al+3].[Li+].[H-].[H-].[H-]. Product: [OH:2][CH2:3][C:4]1[CH:9]=[CH:8][C:7]([CH2:10][CH2:11][CH:12]([OH:14])[CH3:13])=[CH:6][CH:5]=1. The catalyst class is: 1. (5) Reactant: [C:1]([C:3]1[CH:17]=[CH:16][C:6]([CH2:7][N:8]2[CH2:11][CH:10]([C:12]([O:14][CH3:15])=[O:13])[CH2:9]2)=[CH:5][CH:4]=1)#[N:2].Cl.[NH2:19][OH:20].C(=O)(O)[O-].[Na+]. Product: [OH:20]/[N:19]=[C:1](/[C:3]1[CH:4]=[CH:5][C:6]([CH2:7][N:8]2[CH2:9][CH:10]([C:12]([O:14][CH3:15])=[O:13])[CH2:11]2)=[CH:16][CH:17]=1)\[NH2:2]. The catalyst class is: 5.